This data is from Forward reaction prediction with 1.9M reactions from USPTO patents (1976-2016). The task is: Predict the product of the given reaction. (1) Given the reactants [F:1][C:2]1[CH:3]=[C:4]([CH:36]=[CH:37][C:38]=1[OH:39])[C:5]([N:7]([CH:33]([CH3:35])[CH3:34])[C:8]1[CH:13]=[C:12]([O:14][CH3:15])[CH:11]=[CH:10][C:9]=1[C@@H:16]1[CH2:25][CH2:24][C:23]2[CH:22]=[C:21]([O:26]C(=O)C(C)(C)C)[CH:20]=[CH:19][C:18]=2[CH2:17]1)=O.[N:40]1([C:47](=O)[CH2:48]Cl)[CH2:46][CH2:45][CH2:44][CH2:43][CH2:42][CH2:41]1, predict the reaction product. The product is: [N:40]1([CH2:47][CH2:48][O:39][C:38]2[CH:37]=[CH:36][C:4]([CH2:5][N:7]([CH:33]([CH3:35])[CH3:34])[C:8]3[CH:13]=[C:12]([O:14][CH3:15])[CH:11]=[CH:10][C:9]=3[C@@H:16]3[CH2:17][CH2:18][C:23]4[CH:22]=[C:21]([OH:26])[CH:20]=[CH:19][C:24]=4[CH2:25]3)=[CH:3][C:2]=2[F:1])[CH2:46][CH2:45][CH2:44][CH2:43][CH2:42][CH2:41]1. (2) Given the reactants [NH2:1][C:2]1[C:3]([C:15]([NH:17][CH3:18])=[O:16])=[N:4][C:5]([C:8]2[CH:13]=[CH:12][CH:11]=[C:10]([NH2:14])[CH:9]=2)=[CH:6][N:7]=1.Cl[C:20]([O:22][CH2:23][CH3:24])=[O:21], predict the reaction product. The product is: [NH2:1][C:2]1[N:7]=[CH:6][C:5]([C:8]2[CH:9]=[C:10]([NH:14][C:20](=[O:21])[O:22][CH2:23][CH3:24])[CH:11]=[CH:12][CH:13]=2)=[N:4][C:3]=1[C:15]([NH:17][CH3:18])=[O:16]. (3) Given the reactants C1(S([N:10]2[C:18]3[C:13](=[CH:14][C:15]([C:19]4[N:23]([CH3:24])[N:22]=[C:21]([C:25]5[CH:26]=[N:27][C:28]([NH2:31])=[N:29][CH:30]=5)[CH:20]=4)=[CH:16][CH:17]=3)[CH:12]=[C:11]2[C:32]2[C:37]([F:38])=[CH:36][CH:35]=[CH:34][C:33]=2[F:39])(=O)=O)C=CC=CC=1.C([O-])([O-])=O.[Cs+].[Cs+], predict the reaction product. The product is: [F:38][C:37]1[CH:36]=[CH:35][CH:34]=[C:33]([F:39])[C:32]=1[C:11]1[NH:10][C:18]2[C:13]([CH:12]=1)=[CH:14][C:15]([C:19]1[N:23]([CH3:24])[N:22]=[C:21]([C:25]3[CH:26]=[N:27][C:28]([NH2:31])=[N:29][CH:30]=3)[CH:20]=1)=[CH:16][CH:17]=2. (4) Given the reactants [F:1][C:2]1[C:7]([F:8])=[CH:6][CH:5]=[CH:4][C:3]=1[OH:9].C(=O)([O-])[O-].[K+].[K+].[CH2:16](I)[CH3:17], predict the reaction product. The product is: [CH2:16]([O:9][C:3]1[CH:4]=[CH:5][CH:6]=[C:7]([F:8])[C:2]=1[F:1])[CH3:17]. (5) Given the reactants [F:1][CH2:2][C:3](=[CH2:9])[C:4]([O:6][CH2:7][CH3:8])=[O:5].[CH2:10]([N:17]([CH2:21][Si](C)(C)C)[CH2:18]OC)[C:11]1[CH:16]=[CH:15][CH:14]=[CH:13][CH:12]=1.C(O)(C(F)(F)F)=O, predict the reaction product. The product is: [CH2:10]([N:17]1[CH2:18][CH2:9][C:3]([CH2:2][F:1])([C:4]([O:6][CH2:7][CH3:8])=[O:5])[CH2:21]1)[C:11]1[CH:12]=[CH:13][CH:14]=[CH:15][CH:16]=1.